From a dataset of Full USPTO retrosynthesis dataset with 1.9M reactions from patents (1976-2016). Predict the reactants needed to synthesize the given product. (1) Given the product [CH3:10][C:2]([OH:1])([CH2:3][CH2:4][NH:6][CH2:7][CH2:8][CH3:9])[CH3:11], predict the reactants needed to synthesize it. The reactants are: [OH:1][C:2]([CH3:11])([CH3:10])[CH2:3][C:4]([NH:6][CH2:7][CH2:8][CH3:9])=O.CC(C[AlH]CC(C)C)C. (2) Given the product [CH3:2][O:3][C:4]1[CH:5]=[C:6]([C:12]2[C@@H:21]3[C@@H:16]([CH2:17][CH2:18][CH2:19][CH2:20]3)[C:15](=[O:22])[N:14]([CH:23]3[CH2:24][CH2:25][N:26]([C:41](=[O:42])[C@H:37]([NH:36][C:34](=[O:35])[O:33][C:29]([CH3:31])([CH3:30])[CH3:32])[C@@H:38]([OH:39])[CH3:40])[CH2:27][CH2:28]3)[N:13]=2)[CH:7]=[CH:8][C:9]=1[O:10][CH3:11], predict the reactants needed to synthesize it. The reactants are: Cl.[CH3:2][O:3][C:4]1[CH:5]=[C:6]([C:12]2[C@@H:21]3[C@@H:16]([CH2:17][CH2:18][CH2:19][CH2:20]3)[C:15](=[O:22])[N:14]([CH:23]3[CH2:28][CH2:27][NH:26][CH2:25][CH2:24]3)[N:13]=2)[CH:7]=[CH:8][C:9]=1[O:10][CH3:11].[C:29]([O:33][C:34]([NH:36][C@@H:37]([C:41](O)=[O:42])[C@H:38]([CH3:40])[OH:39])=[O:35])([CH3:32])([CH3:31])[CH3:30].CN(C(ON1N=NC2C=CC=CC1=2)=[N+](C)C)C.F[P-](F)(F)(F)(F)F.CCN(C(C)C)C(C)C. (3) Given the product [CH2:16]([O:15][C:14]1[N:13]=[N:12][C:11]([CH:23]=[C:25]2[CH2:27][CH2:26]2)=[CH:10][C:9]=1[O:8][CH2:1][C:2]1[CH:3]=[CH:4][CH:5]=[CH:6][CH:7]=1)[C:17]1[CH:18]=[CH:19][CH:20]=[CH:21][CH:22]=1, predict the reactants needed to synthesize it. The reactants are: [CH2:1]([O:8][C:9]1[CH:10]=[C:11]([CH:23]([CH:25]2[CH2:27][CH2:26]2)O)[N:12]=[N:13][C:14]=1[O:15][CH2:16][C:17]1[CH:22]=[CH:21][CH:20]=[CH:19][CH:18]=1)[C:2]1[CH:7]=[CH:6][CH:5]=[CH:4][CH:3]=1.C(N(CC)CC)C.CS(Cl)(=O)=O. (4) The reactants are: [Cl:1][C:2]1[C:7]([C:8]2[N:9]=[C:10]([C:20]([CH3:23])([CH3:22])[CH3:21])[S:11][C:12]=2[C:13]2[CH:18]=[CH:17][N:16]=[C:15](Cl)[N:14]=2)=[CH:6][CH:5]=[CH:4][C:3]=1[NH:24][S:25]([C:28]1[CH:33]=[C:32]([F:34])[CH:31]=[CH:30][C:29]=1[F:35])(=[O:27])=[O:26].[CH3:36][Zn]C.C1(C)C=CC=CC=1. Given the product [Cl:1][C:2]1[C:7]([C:8]2[N:9]=[C:10]([C:20]([CH3:23])([CH3:22])[CH3:21])[S:11][C:12]=2[C:13]2[CH:18]=[CH:17][N:16]=[C:15]([CH3:36])[N:14]=2)=[CH:6][CH:5]=[CH:4][C:3]=1[NH:24][S:25]([C:28]1[CH:33]=[C:32]([F:34])[CH:31]=[CH:30][C:29]=1[F:35])(=[O:27])=[O:26], predict the reactants needed to synthesize it. (5) Given the product [CH2:43]([C:46]1[N:51]=[C:50]([NH:52][C:24](=[O:33])[NH:21][C:14]2[N:15]=[C:11]([C:8]3[CH:7]=[CH:6][C:5]([S:1]([NH2:2])(=[O:3])=[O:4])=[CH:10][CH:9]=3)[S:12][CH:13]=2)[CH:49]=[CH:48][CH:47]=1)[CH2:44][CH3:45], predict the reactants needed to synthesize it. The reactants are: [S:1]([C:5]1[CH:10]=[CH:9][C:8]([C:11]2[S:12][CH:13]=[C:14](C(O)=O)[N:15]=2)=[CH:7][CH:6]=1)(=[O:4])(=[O:3])[NH2:2].CC[N:21]([CH2:24]C)CC.C1C=CC(P(N=[N+]=[N-])(C2C=CC=CC=2)=[O:33])=CC=1.[CH2:43]([C:46]1[N:51]=[C:50]([NH2:52])[CH:49]=[CH:48][CH:47]=1)[CH2:44][CH3:45].